Dataset: Catalyst prediction with 721,799 reactions and 888 catalyst types from USPTO. Task: Predict which catalyst facilitates the given reaction. (1) Reactant: [Cl:1][C:2]1[CH:7]=[CH:6][C:5]([CH:8]([C:10]2[CH:15]=[CH:14][CH:13]=[C:12]([F:16])[CH:11]=2)[OH:9])=[CH:4][CH:3]=1.CC(OI1(OC(C)=O)(OC(C)=O)OC(=O)C2C=CC=CC1=2)=O. Product: [CH3:2][CH2:3][CH2:4][CH:5]([CH3:8])[CH3:6].[Cl:1][C:2]1[CH:7]=[CH:6][C:5]([C:8]([C:10]2[CH:15]=[CH:14][CH:13]=[C:12]([F:16])[CH:11]=2)=[O:9])=[CH:4][CH:3]=1. The catalyst class is: 2. (2) Reactant: [C:1]([N:8]1[CH2:13][CH2:12][N:11]([C:14]2[CH:19]=[CH:18][CH:17]=[CH:16][C:15]=2[NH2:20])[CH2:10][CH2:9]1)([O:3][C:4]([CH3:7])([CH3:6])[CH3:5])=[O:2].[CH:21]([N:24]=[C:25]=[O:26])([CH3:23])[CH3:22]. Product: [C:1]([N:8]1[CH2:13][CH2:12][N:11]([C:14]2[CH:19]=[CH:18][CH:17]=[CH:16][C:15]=2[NH:20][C:25]([NH:24][CH:21]([CH3:23])[CH3:22])=[O:26])[CH2:10][CH2:9]1)([O:3][C:4]([CH3:7])([CH3:6])[CH3:5])=[O:2]. The catalyst class is: 1. (3) Reactant: [F:1][C:2]1[C:7]2[NH:8][C:9](=O)[CH2:10][CH2:11][NH:12][C:6]=2[CH:5]=[CH:4][CH:3]=1.COC1C=CC(P2(SP(C3C=CC(OC)=CC=3)(=S)S2)=[S:23])=CC=1. Product: [F:1][C:2]1[C:7]2[NH:8][C:9](=[S:23])[CH2:10][CH2:11][NH:12][C:6]=2[CH:5]=[CH:4][CH:3]=1. The catalyst class is: 1. (4) Reactant: [NH2:1][CH2:2][CH2:3][CH2:4][N:5]([CH3:17])[S:6]([C:9]1[CH:14]=[CH:13][CH:12]=[CH:11][C:10]=1[C:15]#[N:16])(=[O:8])=[O:7].[S:18]1[C:22]2[CH:23]=[CH:24][CH:25]=[CH:26][C:21]=2[CH:20]=[C:19]1[C:27]([NH:29][C@H:30]([C:35](O)=[O:36])[CH2:31][CH:32]([CH3:34])[CH3:33])=[O:28].C1C=C2C(N(O)N=NC2=CC=1)=O.CN1CCOCC1.CCN=C=NCCCN(C)C.Cl. Product: [C:15]([C:10]1[CH:11]=[CH:12][CH:13]=[CH:14][C:9]=1[S:6]([N:5]([CH3:17])[CH2:4][CH2:3][CH2:2][NH:1][C:35]([C@@H:30]([NH:29][C:27]([C:19]1[S:18][C:22]2[CH:23]=[CH:24][CH:25]=[CH:26][C:21]=2[CH:20]=1)=[O:28])[CH2:31][CH:32]([CH3:34])[CH3:33])=[O:36])(=[O:8])=[O:7])#[N:16]. The catalyst class is: 2. (5) Reactant: [OH-].[K+].CS(C)=O.[CH:7]1[CH:12]=[C:11]([NH:13][C:14]2[N:19]=[CH:18][CH:17]=[CH:16][CH:15]=2)[N:10]=[CH:9][CH:8]=1.Cl.Cl[CH2:22][C:23]1[CH:28]=[CH:27][CH:26]=[CH:25][N:24]=1. Product: [N:19]1[CH:18]=[CH:17][CH:16]=[CH:15][C:14]=1[N:13]([CH2:22][C:23]1[CH:28]=[CH:27][CH:26]=[CH:25][N:24]=1)[C:11]1[CH:12]=[CH:7][CH:8]=[CH:9][N:10]=1. The catalyst class is: 6.